From a dataset of Forward reaction prediction with 1.9M reactions from USPTO patents (1976-2016). Predict the product of the given reaction. (1) Given the reactants [S:1]1[CH:5]=[CH:4][C:3]2[C:6]([N:10]3[CH2:15][CH2:14][N:13]([CH2:16][CH2:17][CH2:18][CH2:19][N:20]4[C:29]5[C:24](=[CH:25][CH:26]=[CH:27][CH:28]=5)[CH2:23][CH2:22][C:21]4=[O:30])[CH2:12][CH2:11]3)=[CH:7][CH:8]=[CH:9][C:2]1=2.[Cl:31]CCCCN1C2C(=CC=CC=2)CCC1=O.C(O)C.Cl, predict the reaction product. The product is: [ClH:31].[S:1]1[CH:5]=[CH:4][C:3]2[C:6]([N:10]3[CH2:15][CH2:14][N:13]([CH2:16][CH2:17][CH2:18][CH2:19][N:20]4[C:29]5[C:24](=[CH:25][CH:26]=[CH:27][CH:28]=5)[CH2:23][CH2:22][C:21]4=[O:30])[CH2:12][CH2:11]3)=[CH:7][CH:8]=[CH:9][C:2]1=2. (2) Given the reactants C(OC1C=C(C=CC=1)CN(C1C=CC(C#N)=CC=1)N1C=NN=C1)C1C=CC=CC=1.[H-].[Na+].[C:32]([C:34]1[CH:39]=[CH:38][C:37]([NH:40][N:41]2[CH:45]=[N:44][N:43]=[CH:42]2)=[CH:36][CH:35]=1)#[N:33].[C:46]([O:54][C:55]1[CH:56]=[C:57]([CH:60]=[CH:61][C:62]=1[Cl:63])[CH2:58]Br)(=[O:53])[C:47]1[CH:52]=[CH:51][CH:50]=[CH:49][CH:48]=1, predict the reaction product. The product is: [C:46]([O:54][C:55]1[CH:56]=[C:57]([CH:60]=[CH:61][C:62]=1[Cl:63])[CH2:58][N:40]([C:37]1[CH:36]=[CH:35][C:34]([C:32]#[N:33])=[CH:39][CH:38]=1)[N:41]1[CH:42]=[N:43][N:44]=[CH:45]1)(=[O:53])[C:47]1[CH:52]=[CH:51][CH:50]=[CH:49][CH:48]=1. (3) The product is: [CH3:22][C:15]1([CH3:23])[C:14]2[C:9]3=[C:10]([C:4]4[CH:3]=[C:2]([B:29]([OH:32])[OH:30])[CH:7]=[CH:6][C:5]=4[N:8]3[C:21]3[CH:20]=[CH:19][CH:18]=[CH:17][C:16]1=3)[CH:11]=[CH:12][CH:13]=2. Given the reactants Br[C:2]1[CH:7]=[CH:6][C:5]2[N:8]3[C:21]4[CH:20]=[CH:19][CH:18]=[CH:17][C:16]=4[C:15]([CH3:23])([CH3:22])[C:14]4[C:9]3=[C:10]([CH:11]=[CH:12][CH:13]=4)[C:4]=2[CH:3]=1.C([Li])CCC.[B:29](OC)([O:32]C)[O:30]C, predict the reaction product. (4) Given the reactants [NH2:1][C:2]1[N:10]=[C:9]([O:11][CH2:12][CH2:13][CH2:14][CH3:15])[N:8]=[C:7]2[C:3]=1[N:4]=[C:5]([O:35][CH3:36])[N:6]2[CH2:16][CH2:17][CH2:18][CH:19]1[CH2:24][CH2:23][CH2:22][CH2:21][N:20]1[C:25]([O:27][CH2:28][C:29]1[CH:34]=[CH:33][CH:32]=[CH:31][CH:30]=1)=[O:26].F[C:38](F)(F)[C:39](O)=O.C(OC1N=C2C(N=C(OC)N2)=C(N)N=1)CCC.BrCCCCCC1CCN(C(OCC2C=CC=CC=2)=O)CC1, predict the reaction product. The product is: [NH2:1][C:2]1[N:10]=[C:9]([O:11][CH2:12][CH2:13][CH2:14][CH3:15])[N:8]=[C:7]2[C:3]=1[N:4]=[C:5]([O:35][CH3:36])[N:6]2[CH2:16][CH2:17][CH2:18][CH2:19][CH2:24][CH:23]1[CH2:39][CH2:38][N:20]([C:25]([O:27][CH2:28][C:29]2[CH:34]=[CH:33][CH:32]=[CH:31][CH:30]=2)=[O:26])[CH2:21][CH2:22]1. (5) Given the reactants FC(F)(F)C(O)=O.[F:8][CH:9]([F:46])[C:10]([N:12]1[C@H:16]([CH2:17][F:18])[C@@H:15]([C:19]2[CH:24]=[CH:23][C:22]([C:25]3[CH:26]=[CH:27][C:28]([CH:31]([NH:33][C:34](=[O:43])[O:35][CH2:36][C:37]4[CH:42]=[CH:41][CH:40]=[CH:39][CH:38]=4)[CH3:32])=[N:29][CH:30]=3)=[CH:21][CH:20]=2)[O:14]C1(C)C)=[O:11], predict the reaction product. The product is: [F:46][CH:9]([F:8])[C:10]([NH:12][C@H:16]([CH2:17][F:18])[C@@H:15]([C:19]1[CH:20]=[CH:21][C:22]([C:25]2[CH:26]=[CH:27][C:28]([CH:31]([NH:33][C:34](=[O:43])[O:35][CH2:36][C:37]3[CH:38]=[CH:39][CH:40]=[CH:41][CH:42]=3)[CH3:32])=[N:29][CH:30]=2)=[CH:23][CH:24]=1)[OH:14])=[O:11]. (6) Given the reactants Cl.Cl.C(O[C:6]([C:8]1[CH:9]=[C:10]2[C:14](=[CH:15][CH:16]=1)[NH:13][N:12]=[C:11]2[C:17]([CH:28]=[CH2:29])=[CH:18][CH:19]=[C:20]1[CH2:25][CH:24]=[CH:23][C:22]([O:26][CH3:27])=[CH:21]1)=[NH:7])C.C(N(CC)CC)C.[NH:37]([C:39](=C)[CH2:40][OH:41])[NH2:38], predict the reaction product. The product is: [CH3:27][O:26][C:22]1[CH:23]=[CH:24][CH2:25][C:20](=[CH:19][CH:18]=[C:17]([C:11]2[C:10]3[C:14](=[CH:15][CH:16]=[C:8]([C:6]4[N:7]=[C:39]([CH2:40][OH:41])[NH:37][N:38]=4)[CH:9]=3)[NH:13][N:12]=2)[CH:28]=[CH2:29])[CH:21]=1. (7) Given the reactants [Br:1][C:2]1[CH:8]=[CH:7][C:5]([NH2:6])=[CH:4][CH:3]=1.[CH:9]([CH2:11][NH:12][C:13](=[O:19])[O:14][C:15]([CH3:18])([CH3:17])[CH3:16])=O.[BH-](OC(C)=O)(OC(C)=O)OC(C)=O.[Na+].CCOC(C)=O, predict the reaction product. The product is: [Br:1][C:2]1[CH:8]=[CH:7][C:5]([NH:6][CH2:9][CH2:11][NH:12][C:13](=[O:19])[O:14][C:15]([CH3:18])([CH3:17])[CH3:16])=[CH:4][CH:3]=1.